This data is from Forward reaction prediction with 1.9M reactions from USPTO patents (1976-2016). The task is: Predict the product of the given reaction. (1) Given the reactants C(OC([N:8]1[CH2:38][CH2:37][C:11]2([O:15][C:14](=[O:16])[N:13]([CH2:17][C:18]3[CH:23]=[CH:22][C:21]([O:24][CH2:25][CH:26]([CH3:28])[CH3:27])=[CH:20][CH:19]=3)[CH:12]2[CH2:29][C:30]2[CH:35]=[CH:34][C:33]([F:36])=[CH:32][CH:31]=2)[CH2:10][CH2:9]1)=O)(C)(C)C.[NH:39]1[CH2:44][CH2:43][O:42][CH2:41][CH2:40]1.[Cl:45][CH2:46][CH2:47][CH2:48]I.C(=O)([O-])[O-].[K+].[K+].[I-].[Na+], predict the reaction product. The product is: [ClH:45].[ClH:45].[F:36][C:33]1[CH:32]=[CH:31][C:30]([CH2:29][CH:12]2[C:11]3([CH2:37][CH2:38][N:8]([CH2:46][CH2:47][CH2:48][N:39]4[CH2:44][CH2:43][O:42][CH2:41][CH2:40]4)[CH2:9][CH2:10]3)[O:15][C:14](=[O:16])[N:13]2[CH2:17][C:18]2[CH:23]=[CH:22][C:21]([O:24][CH2:25][CH:26]([CH3:27])[CH3:28])=[CH:20][CH:19]=2)=[CH:35][CH:34]=1. (2) Given the reactants [F:1][C:2]1[C:3]([O:20][CH3:21])=[CH:4][C:5]2[O:19][CH2:18][C:8]3([C:16]4[C:11](=[CH:12][CH:13]=[CH:14][CH:15]=4)[NH:10][C:9]3=[O:17])[C:6]=2[CH:7]=1.CC1C=CC(S(O[CH2:33][C@H:34]2[CH2:38][CH2:37][CH2:36][O:35]2)(=O)=O)=CC=1.BrCC1CCCCO1, predict the reaction product. The product is: [F:1][C:2]1[C:3]([O:20][CH3:21])=[CH:4][C:5]2[O:19][CH2:18][C:8]3([C:16]4[C:11](=[CH:12][CH:13]=[CH:14][CH:15]=4)[N:10]([CH2:33][C@H:34]4[CH2:38][CH2:37][CH2:36][O:35]4)[C:9]3=[O:17])[C:6]=2[CH:7]=1. (3) Given the reactants Br[C:2]1[CH:3]=[C:4]([C:9]2[C:10]([C:22]3[CH:27]=[CH:26][CH:25]=[C:24]([CH3:28])[N:23]=3)=[N:11][N:12]([CH2:14][O:15][CH2:16][CH2:17][Si:18]([CH3:21])([CH3:20])[CH3:19])[CH:13]=2)[CH:5]=[CH:6][C:7]=1[F:8].[B:29]1([B:29]2[O:33][C:32]([CH3:35])([CH3:34])[C:31]([CH3:37])([CH3:36])[O:30]2)[O:33][C:32]([CH3:35])([CH3:34])[C:31]([CH3:37])([CH3:36])[O:30]1.C([O-])(=O)C.[K+], predict the reaction product. The product is: [F:8][C:7]1[CH:6]=[CH:5][C:4]([C:9]2[C:10]([C:22]3[CH:27]=[CH:26][CH:25]=[C:24]([CH3:28])[N:23]=3)=[N:11][N:12]([CH2:14][O:15][CH2:16][CH2:17][Si:18]([CH3:21])([CH3:20])[CH3:19])[CH:13]=2)=[CH:3][C:2]=1[B:29]1[O:33][C:32]([CH3:35])([CH3:34])[C:31]([CH3:37])([CH3:36])[O:30]1. (4) Given the reactants [NH2:1][C:2]1[CH:7]=[CH:6][CH:5]=[C:4]([NH2:8])[N:3]=1.[F:9][C:10]1[CH:18]=[CH:17][C:13]([C:14](Cl)=[O:15])=[CH:12][CH:11]=1, predict the reaction product. The product is: [NH2:8][C:4]1[N:3]=[C:2]([NH:1][C:14](=[O:15])[C:13]2[CH:17]=[CH:18][C:10]([F:9])=[CH:11][CH:12]=2)[CH:7]=[CH:6][CH:5]=1. (5) Given the reactants [CH3:1][C:2]1([CH3:10])[C@H:8]2[CH2:9][C@@H:3]1[CH2:4][CH2:5][C:6]2=[O:7].[CH2:11]([Li])[CH2:12][CH2:13]C.C(Br)C=C, predict the reaction product. The product is: [CH2:13]([CH:5]1[CH2:4][C@@H:3]2[CH2:9][C@H:8]([C:2]2([CH3:10])[CH3:1])[C:6]1=[O:7])[CH:12]=[CH2:11].